From a dataset of Reaction yield outcomes from USPTO patents with 853,638 reactions. Predict the reaction yield, written as a fraction of the theoretical maximum amount of product (1.0 means a 100% yield; for example, 0.34 means a 34% yield). (1) The reactants are [C:1]1([C:7](=[C:10]2[CH2:15][CH2:14][NH:13][CH2:12][CH2:11]2)[C:8]#[N:9])[CH:6]=[CH:5][CH:4]=[CH:3][CH:2]=1.[CH3:16][CH2:17][N:18](CC)CC.ClCC#N. The catalyst is C1COCC1. The product is [C:17]([CH2:16][N:13]1[CH2:14][CH2:15][C:10](=[C:7]([C:1]2[CH:2]=[CH:3][CH:4]=[CH:5][CH:6]=2)[C:8]#[N:9])[CH2:11][CH2:12]1)#[N:18]. The yield is 0.210. (2) The yield is 0.930. The reactants are [CH3:1][O:2][C:3]1[CH:4]=[C:5]([CH:11]=[CH:12][C:13]=1[O:14][CH2:15][CH2:16][NH:17][CH2:18][CH3:19])[C:6]([O:8][CH2:9][CH3:10])=[O:7].[CH3:20][O:21][C:22]1[CH:23]=[C:24]([CH2:39][C:40](O)=[O:41])[CH:25]=[CH:26][C:27]=1[NH:28][C:29]([NH:31][C:32]1[CH:37]=[CH:36][CH:35]=[CH:34][C:33]=1[CH3:38])=[O:30].CCN(CC)CC. The catalyst is CN(C=O)C.CCOC(C)=O. The product is [CH3:1][O:2][C:3]1[CH:4]=[C:5]([CH:11]=[CH:12][C:13]=1[O:14][CH2:15][CH2:16][NH:17][CH2:18][CH2:19][C:40](=[O:41])[CH2:39][C:24]1[CH:25]=[CH:26][C:27]([NH:28][C:29]([NH:31][C:32]2[CH:37]=[CH:36][CH:35]=[CH:34][C:33]=2[CH3:38])=[O:30])=[C:22]([O:21][CH3:20])[CH:23]=1)[C:6]([O:8][CH2:9][CH3:10])=[O:7]. (3) The reactants are C[O:2][C:3](=O)[CH2:4][C:5]([NH:7][C:8]1[CH:13]=[CH:12][C:11]([CH2:14][CH2:15][C:16]2[CH:21]=[CH:20][C:19]([F:22])=[CH:18][CH:17]=2)=[CH:10][CH:9]=1)=[O:6].[NH3:24]. The catalyst is CO. The product is [F:22][C:19]1[CH:20]=[CH:21][C:16]([CH2:15][CH2:14][C:11]2[CH:12]=[CH:13][C:8]([NH:7][C:5](=[O:6])[CH2:4][C:3]([NH2:24])=[O:2])=[CH:9][CH:10]=2)=[CH:17][CH:18]=1. The yield is 0.940. (4) The reactants are Br[CH2:2][C:3]1[CH:8]=[CH:7][C:6]([C:9]2[CH:14]=[C:13]([N:15]([CH2:22][CH3:23])[CH:16]3[CH2:21][CH2:20][O:19][CH2:18][CH2:17]3)[C:12]([CH3:24])=[C:11]([C:25]([NH:27][CH2:28][C:29]3[C:30](=[O:37])[NH:31][C:32]([CH3:36])=[CH:33][C:34]=3[CH3:35])=[O:26])[CH:10]=2)=[CH:5][CH:4]=1.[NH:38]1[CH2:43][CH2:42][O:41][CH2:40][C:39]1=[O:44].[H-].[Na+]. The catalyst is CN(C=O)C. The product is [CH3:35][C:34]1[CH:33]=[C:32]([CH3:36])[NH:31][C:30](=[O:37])[C:29]=1[CH2:28][NH:27][C:25]([C:11]1[CH:10]=[C:9]([C:6]2[CH:7]=[CH:8][C:3]([CH2:2][N:38]3[CH2:43][CH2:42][O:41][CH2:40][C:39]3=[O:44])=[CH:4][CH:5]=2)[CH:14]=[C:13]([N:15]([CH2:22][CH3:23])[CH:16]2[CH2:17][CH2:18][O:19][CH2:20][CH2:21]2)[C:12]=1[CH3:24])=[O:26]. The yield is 0.290. (5) The reactants are [CH2:1]([C:3]1[N:4]([C:28]2[CH:33]=[CH:32][C:31]([OH:34])=[CH:30][CH:29]=2)[C:5](=[O:27])[C:6]([CH2:12][C:13]2[CH:18]=[CH:17][C:16]([C:19]3[C:20]([C:25]#[N:26])=[CH:21][CH:22]=[CH:23][CH:24]=3)=[CH:15][CH:14]=2)=[C:7]([CH2:9][CH2:10][CH3:11])[N:8]=1)[CH3:2].[Si]([O:42][C:43]([C@H:46]1[CH2:51][CH2:50][C@H:49](O)[CH2:48][CH2:47]1)([CH3:45])[CH3:44])(C(C)(C)C)(C)C.C1(P(C2C=CC=CC=2)C2C=CC=CC=2)C=CC=CC=1.[N:73]([C:74]([O:76]C(C)C)=[O:75])=[N:73][C:74]([O:76]C(C)C)=[O:75]. The catalyst is O1CCCC1.O.C(OCC)(=O)C. The product is [CH2:1]([C:3]1[N:4]([C:28]2[CH:33]=[CH:32][C:31]([O:34][C@H:49]3[CH2:48][CH2:47][C@@H:46]([C:43]([OH:42])([CH3:44])[CH3:45])[CH2:51][CH2:50]3)=[CH:30][CH:29]=2)[C:5](=[O:27])[C:6]([CH2:12][C:13]2[CH:18]=[CH:17][C:16]([C:19]3[CH:24]=[CH:23][CH:22]=[CH:21][C:20]=3[C:25]3[NH:73][C:74](=[O:75])[O:76][N:26]=3)=[CH:15][CH:14]=2)=[C:7]([CH2:9][CH2:10][CH3:11])[N:8]=1)[CH3:2]. The yield is 0.230. (6) The yield is 0.850. The reactants are [NH:1]1[C:9]2[C:4](=[CH:5][C:6]([C:10]([OH:12])=[O:11])=[CH:7][CH:8]=2)[CH:3]=[CH:2]1.[CH2:13](Cl)[C:14]1[CH:19]=[CH:18][CH:17]=[CH:16][CH:15]=1.C(=O)([O-])[O-].[Ca+2]. The product is [NH:1]1[C:9]2[C:4](=[CH:5][C:6]([C:10]([O:12][CH2:13][C:14]3[CH:19]=[CH:18][CH:17]=[CH:16][CH:15]=3)=[O:11])=[CH:7][CH:8]=2)[CH:3]=[CH:2]1. The catalyst is CN(C)C=O.C(OCC)(=O)C. (7) The reactants are [CH3:1][NH:2][CH2:3][C:4]1[C:12]2[C:7](=[C:8]([CH3:13])[CH:9]=[CH:10][CH:11]=2)[N:6]([CH3:14])[C:5]=1[CH3:15].CCN([CH2:21][CH3:22])CC.[OH2:23].[CH2:24](Cl)Cl. No catalyst specified. The product is [CH3:1][N:2]([CH2:3][C:4]1[C:12]2[C:7](=[C:8]([CH3:13])[CH:9]=[CH:10][CH:11]=2)[N:6]([CH3:14])[C:5]=1[CH3:15])[C:24](=[O:23])[CH:21]=[CH2:22]. The yield is 0.970. (8) The reactants are [N:1]#[C:2]Br.[Br:4][C:5]1[CH:10]=[CH:9][C:8]([NH:11][C:12]2[C:13]([C:21]([NH:23][NH2:24])=[O:22])=[CH:14][N:15]([CH3:20])[C:16](=[O:19])[C:17]=2[F:18])=[C:7]([F:25])[CH:6]=1.C([O-])(O)=O.[Na+]. The catalyst is O1CCOCC1.O. The product is [NH2:1][C:2]1[O:22][C:21]([C:13]2[C:12]([NH:11][C:8]3[CH:9]=[CH:10][C:5]([Br:4])=[CH:6][C:7]=3[F:25])=[C:17]([F:18])[C:16](=[O:19])[N:15]([CH3:20])[CH:14]=2)=[N:23][N:24]=1. The yield is 0.890.